This data is from Full USPTO retrosynthesis dataset with 1.9M reactions from patents (1976-2016). The task is: Predict the reactants needed to synthesize the given product. Given the product [F:21][C:22]1[CH:27]=[CH:26][C:25]([NH:28][C:29]([N:10]2[CH2:11][CH2:12][C:13]3[C:18](=[CH:17][CH:16]=[N:15][CH:14]=3)[CH:9]2[C:6]2[CH:5]=[CH:4][C:3]([C:2]([F:1])([F:19])[F:20])=[CH:8][CH:7]=2)=[O:30])=[CH:24][CH:23]=1, predict the reactants needed to synthesize it. The reactants are: [F:1][C:2]([F:20])([F:19])[C:3]1[CH:8]=[CH:7][C:6]([CH:9]2[C:18]3[C:13](=[CH:14][N:15]=[CH:16][CH:17]=3)[CH2:12][CH2:11][NH:10]2)=[CH:5][CH:4]=1.[F:21][C:22]1[CH:27]=[CH:26][C:25]([N:28]=[C:29]=[O:30])=[CH:24][CH:23]=1.